Dataset: Full USPTO retrosynthesis dataset with 1.9M reactions from patents (1976-2016). Task: Predict the reactants needed to synthesize the given product. (1) Given the product [CH2:24]([O:31][CH2:32][C:33]([O:10][C:9]1[C:4]([N+:1]([O-:3])=[O:2])=[CH:5][C:6]([O:15][CH3:16])=[C:7]([O:13][CH3:14])[C:8]=1[O:11][CH3:12])=[O:34])[C:25]1[CH:30]=[CH:29][CH:28]=[CH:27][CH:26]=1, predict the reactants needed to synthesize it. The reactants are: [N+:1]([C:4]1[C:9]([OH:10])=[C:8]([O:11][CH3:12])[C:7]([O:13][CH3:14])=[C:6]([O:15][CH3:16])[CH:5]=1)([O-:3])=[O:2].C(N(CC)CC)C.[CH2:24]([O:31][CH2:32][C:33](Cl)=[O:34])[C:25]1[CH:30]=[CH:29][CH:28]=[CH:27][CH:26]=1. (2) Given the product [ClH:34].[ClH:1].[CH3:2][O:3][C:4]1[CH:5]=[C:6]2[C:10](=[CH:11][CH:12]=1)[NH:9][CH:8]=[C:7]2[C:13]1[CH2:14][CH2:15][N:16]([CH:19]2[CH2:24][CH2:23][C:22]([N:31]([CH3:32])[CH3:33])([C:25]3[CH:26]=[CH:27][CH:28]=[CH:29][CH:30]=3)[CH2:21][CH2:20]2)[CH2:17][CH:18]=1, predict the reactants needed to synthesize it. The reactants are: [ClH:1].[CH3:2][O:3][C:4]1[CH:5]=[C:6]2[C:10](=[CH:11][CH:12]=1)[NH:9][CH:8]=[C:7]2[C:13]1[CH2:14][CH2:15][N:16]([CH:19]2[CH2:24][CH2:23][C:22]([N:31]([CH3:33])[CH3:32])([C:25]3[CH:30]=[CH:29][CH:28]=[CH:27][CH:26]=3)[CH2:21][CH2:20]2)[CH2:17][CH:18]=1.[Cl:34][Si](C)(C)C.